From a dataset of Full USPTO retrosynthesis dataset with 1.9M reactions from patents (1976-2016). Predict the reactants needed to synthesize the given product. (1) Given the product [Cl:1][C:2]1[CH:7]=[C:6]([C:8]#[C:9][CH3:10])[CH:5]=[C:4]([O:11][CH3:12])[C:3]=1[CH:13]1[C:14](=[O:21])[CH2:15][CH2:16][CH2:17][C:18]1=[O:19], predict the reactants needed to synthesize it. The reactants are: [Cl:1][C:2]1[CH:7]=[C:6]([C:8]#[C:9][CH3:10])[CH:5]=[C:4]([O:11][CH3:12])[C:3]=1[C:13]1[C:14](=[O:21])[CH2:15][CH2:16][CH2:17][C:18]=1[O:19]C.Cl. (2) Given the product [NH:11]1[C:15]2[CH:16]=[CH:17][CH:18]=[CH:19][C:14]=2[N:13]=[C:12]1[C@H:8]([NH:9][C:10](=[O:20])[NH:23][C@@H:24]([C:33]1[CH:38]=[CH:37][CH:36]=[CH:35][CH:34]=1)[CH2:25][C:26]([O:28][C:29]([CH3:32])([CH3:30])[CH3:31])=[O:27])[CH2:7][C:6]1[CH:21]=[CH:22][C:3]([O:2][CH3:1])=[CH:4][CH:5]=1, predict the reactants needed to synthesize it. The reactants are: [CH3:1][O:2][C:3]1[CH:22]=[CH:21][C:6]([CH2:7][C@@H:8]2[C:12]3=[N:13][C:14]4[CH:19]=[CH:18][CH:17]=[CH:16][C:15]=4[N:11]3[C:10](=[O:20])[NH:9]2)=[CH:5][CH:4]=1.[NH2:23][C@@H:24]([C:33]1[CH:38]=[CH:37][CH:36]=[CH:35][CH:34]=1)[CH2:25][C:26]([O:28][C:29]([CH3:32])([CH3:31])[CH3:30])=[O:27].C(O)(C(F)(F)F)=O. (3) Given the product [OH:8][CH2:9][C:11]1[CH:26]=[CH:25][C:14]2[O:15][C:16]3[CH:24]=[CH:23][CH:22]=[CH:21][C:17]=3[C:18](=[O:20])[NH:19][C:13]=2[CH:12]=1, predict the reactants needed to synthesize it. The reactants are: [H-].[Al+3].[Li+].[H-].[H-].[H-].C[O:8][C:9]([C:11]1[CH:26]=[CH:25][C:14]2[O:15][C:16]3[CH:24]=[CH:23][CH:22]=[CH:21][C:17]=3[C:18](=[O:20])[NH:19][C:13]=2[CH:12]=1)=O. (4) Given the product [CH2:1]([C:8]1[CH:9]=[N:10][C:11]2[C:16]([C:17]=1[C:18]1[CH:19]=[C:20]([NH:24][CH2:45][CH2:44][CH:41]3[CH2:42][CH2:43][N:38]([C:35]4[CH:34]=[CH:33][C:32]([C:31]([OH:47])=[O:30])=[CH:37][CH:36]=4)[CH2:39][CH2:40]3)[CH:21]=[CH:22][CH:23]=1)=[CH:15][CH:14]=[CH:13][C:12]=2[C:25]([F:28])([F:26])[F:27])[C:2]1[CH:3]=[CH:4][CH:5]=[CH:6][CH:7]=1, predict the reactants needed to synthesize it. The reactants are: [CH2:1]([C:8]1[CH:9]=[N:10][C:11]2[C:16]([C:17]=1[C:18]1[CH:19]=[C:20]([NH2:24])[CH:21]=[CH:22][CH:23]=1)=[CH:15][CH:14]=[CH:13][C:12]=2[C:25]([F:28])([F:27])[F:26])[C:2]1[CH:7]=[CH:6][CH:5]=[CH:4][CH:3]=1.C[O:30][C:31](=[O:47])[C:32]1[CH:37]=[CH:36][C:35]([N:38]2[CH2:43][CH2:42][CH:41]([CH2:44][CH:45]=O)[CH2:40][CH2:39]2)=[CH:34][CH:33]=1.